Dataset: Forward reaction prediction with 1.9M reactions from USPTO patents (1976-2016). Task: Predict the product of the given reaction. (1) Given the reactants Cl[C:2]1[N:6]([CH3:7])[C:5]2[C:8]([CH:17]([CH2:20][CH3:21])[CH2:18][CH3:19])=[CH:9][CH:10]=[C:11]([C:12]3[O:13][CH:14]=[CH:15][CH:16]=3)[C:4]=2[N:3]=1.[Br:22][C:23]1[CH:28]=[C:27]([Cl:29])[CH:26]=[CH:25][C:24]=1[OH:30].C(=O)([O-])[O-].[K+].[K+], predict the reaction product. The product is: [Br:22][C:23]1[CH:28]=[C:27]([Cl:29])[CH:26]=[CH:25][C:24]=1[O:30][C:2]1[N:6]([CH3:7])[C:5]2[C:8]([CH:17]([CH2:20][CH3:21])[CH2:18][CH3:19])=[CH:9][CH:10]=[C:11]([C:12]3[O:13][CH:14]=[CH:15][CH:16]=3)[C:4]=2[N:3]=1. (2) Given the reactants [O:1]1[CH2:3][CH:2]1[CH2:4][O:5][C:6]1[C:18]2[C:17]3[C:12](=[CH:13][CH:14]=[CH:15][CH:16]=3)[NH:11][C:10]=2[CH:9]=[CH:8][CH:7]=1.[CH3:19][O:20][C:21]1[CH:30]=[CH:29][CH:28]=[CH:27][C:22]=1[O:23][CH2:24][CH2:25][NH2:26], predict the reaction product. The product is: [CH2:18]([N:26]([CH2:25][CH2:24][O:23][C:22]1[CH:27]=[CH:28][CH:29]=[CH:30][C:21]=1[O:20][CH3:19])[CH2:3][CH:2]([OH:1])[CH2:4][O:5][C:6]1[C:18]2[C:17]3[C:12](=[CH:13][CH:14]=[CH:15][CH:16]=3)[NH:11][C:10]=2[CH:9]=[CH:8][CH:7]=1)[C:17]1[CH:12]=[CH:13][CH:14]=[CH:15][CH:16]=1.